Dataset: Aqueous solubility values for 9,982 compounds from the AqSolDB database. Task: Regression/Classification. Given a drug SMILES string, predict its absorption, distribution, metabolism, or excretion properties. Task type varies by dataset: regression for continuous measurements (e.g., permeability, clearance, half-life) or binary classification for categorical outcomes (e.g., BBB penetration, CYP inhibition). For this dataset (solubility_aqsoldb), we predict Y. (1) The Y is -7.54 log mol/L. The drug is Cc1cc(C(C)(C)C)c(O)c(C)c1Cn1c(=O)n(Cc2c(C)cc(C(C)(C)C)c(O)c2C)c(=O)n(Cc2c(C)cc(C(C)(C)C)c(O)c2C)c1=O. (2) The Y is -1.14 log mol/L. The molecule is O=C1CCN(c2ccccc2)N1. (3) The molecule is O=C1OCc2c(Cl)c(Cl)c(Cl)c(Cl)c21. The Y is -5.04 log mol/L. (4) The Y is -1.62 log mol/L. The drug is CC(=O)CCC=C(C)C. (5) The compound is O=C1NC(=O)C2(CCCCCCCCCC2)C(=O)N1. The Y is -4.59 log mol/L. (6) The molecule is CC(C)CCCCCCCCCCCCCCCOC(=O)CC(O)C(=O)OCCCCCCCCCCCCCCCC(C)C. The Y is -7.99 log mol/L. (7) The compound is CSCCC(C(=O)O)N(CCC#N)CCC#N. The Y is -1.33 log mol/L.